From a dataset of Forward reaction prediction with 1.9M reactions from USPTO patents (1976-2016). Predict the product of the given reaction. (1) The product is: [CH3:19][C:10]1[CH:15]=[CH:14][C:13]([S:16](/[N:18]=[CH:8]/[CH:5]2[CH2:6][CH2:7][CH:2]([CH3:1])[CH2:3][CH2:4]2)=[O:17])=[CH:12][CH:11]=1. Given the reactants [CH3:1][CH:2]1[CH2:7][CH2:6][CH:5]([CH:8]=O)[CH2:4][CH2:3]1.[C:10]1([CH3:19])[CH:15]=[CH:14][C:13]([S@@:16]([NH2:18])=[O:17])=[CH:12][CH:11]=1, predict the reaction product. (2) Given the reactants Br[C:2]1[CH:11]=[C:10]2[C:5]([N:6]=[CH:7][CH:8]=[N:9]2)=[C:4]([C:12]([NH:14][CH2:15][C:16]([O:18]CC)=[O:17])=[O:13])[C:3]=1[OH:21].C([Sn](CCCC)(CCCC)[C:27]1[S:28][CH:29]=[CH:30][N:31]=1)CCC, predict the reaction product. The product is: [OH:21][C:3]1[C:4]([C:12]([NH:14][CH2:15][C:16]([OH:18])=[O:17])=[O:13])=[C:5]2[C:10](=[CH:11][C:2]=1[C:27]1[S:28][CH:29]=[CH:30][N:31]=1)[N:9]=[CH:8][CH:7]=[N:6]2.